This data is from Catalyst prediction with 721,799 reactions and 888 catalyst types from USPTO. The task is: Predict which catalyst facilitates the given reaction. (1) Reactant: [CH:1]12[CH2:10][CH:5]3[CH2:6][CH:7]([CH2:9][CH:3]([CH2:4]3)[CH:2]1[NH:11][C:12]([C:14]1[CH:15]=[N:16][N:17]([C:23]3[CH:28]=[CH:27][C:26]([CH2:29][C:30]([O:32]C)=[O:31])=[CH:25][CH:24]=3)[C:18]=1[S:19][CH2:20][CH2:21][CH3:22])=[O:13])[CH2:8]2.[OH-].[Na+]. Product: [CH:1]12[CH2:10][CH:5]3[CH2:6][CH:7]([CH2:9][CH:3]([CH2:4]3)[CH:2]1[NH:11][C:12]([C:14]1[CH:15]=[N:16][N:17]([C:23]3[CH:24]=[CH:25][C:26]([CH2:29][C:30]([OH:32])=[O:31])=[CH:27][CH:28]=3)[C:18]=1[S:19][CH2:20][CH2:21][CH3:22])=[O:13])[CH2:8]2. The catalyst class is: 5. (2) Reactant: C[O:2][C:3](=[O:35])[CH:4]([O:32][CH2:33][CH3:34])[CH2:5][C:6]1[CH:11]=[CH:10][C:9]([CH2:12][CH2:13][N:14]([CH2:25][CH2:26][CH2:27][CH2:28][CH2:29][CH2:30][CH3:31])[C:15]([NH:17][C:18]2[CH:23]=[CH:22][C:21]([CH3:24])=[CH:20][CH:19]=2)=[O:16])=[CH:8][CH:7]=1.[Li+].[OH-]. Product: [CH2:33]([O:32][CH:4]([CH2:5][C:6]1[CH:11]=[CH:10][C:9]([CH2:12][CH2:13][N:14]([CH2:25][CH2:26][CH2:27][CH2:28][CH2:29][CH2:30][CH3:31])[C:15]([NH:17][C:18]2[CH:23]=[CH:22][C:21]([CH3:24])=[CH:20][CH:19]=2)=[O:16])=[CH:8][CH:7]=1)[C:3]([OH:35])=[O:2])[CH3:34]. The catalyst class is: 7.